This data is from Peptide-MHC class II binding affinity with 134,281 pairs from IEDB. The task is: Regression. Given a peptide amino acid sequence and an MHC pseudo amino acid sequence, predict their binding affinity value. This is MHC class II binding data. (1) The peptide sequence is TEGGTKTEAEDVIPE. The MHC is HLA-DQA10501-DQB10201 with pseudo-sequence HLA-DQA10501-DQB10201. The binding affinity (normalized) is 0.567. (2) The peptide sequence is EWVAMTKGEGGVWTF. The MHC is HLA-DPA10301-DPB10402 with pseudo-sequence HLA-DPA10301-DPB10402. The binding affinity (normalized) is 0. (3) The peptide sequence is KPLLAPHHVVAVIQE. The MHC is DRB1_0101 with pseudo-sequence DRB1_0101. The binding affinity (normalized) is 0.380. (4) The peptide sequence is KVPWDQVVMTSLALV. The MHC is HLA-DQA10601-DQB10402 with pseudo-sequence HLA-DQA10601-DQB10402. The binding affinity (normalized) is 0.228. (5) The peptide sequence is SLMRGLSSRKRRSHD. The MHC is H-2-IAb with pseudo-sequence H-2-IAb. The binding affinity (normalized) is 0.